Dataset: Experimentally validated miRNA-target interactions with 360,000+ pairs, plus equal number of negative samples. Task: Binary Classification. Given a miRNA mature sequence and a target amino acid sequence, predict their likelihood of interaction. (1) The miRNA is hsa-miR-6128 with sequence ACUGGAAUUGGAGUCAAAA. The protein sequence of the target gene is MSKGPGPGGSAASSAPPAATAQVLQAQPEKPQHYTYLKEFRTEQCPLFVQHKCTQHRPYTCFHWHFVNQRRRRSIRRRDGTFNYSPDVYCTKYDEATGLCPEGDECPFLHRTTGDTERRYHLRYYKTGICIHETDSKGNCTKNGLHCAFAHGPHDLRSPVYDIRELQAMEALQNGQTTVEGSIEGQSAGAASHAMIEKILSEEPRWQETAYVLGNYKTEPCKKPPRLCRQGYACPYYHNSKDRRRSPRKHKYRSSPCPNVKHGDEWGDPGKCENGDACQYCHTRTEQQFHPEIYKSTKCN.... Result: 0 (no interaction). (2) The miRNA is hsa-miR-4296 with sequence AUGUGGGCUCAGGCUCA. The protein sequence of the target gene is MAKAGDKSSSSGKKSLKRKAAAEELQEAAGAGDGATENGVQPPKAAAFPPGFSISEIKNKQRRHLMFTRWKQQQRKEKLAAKKKLKKEREALGDKAPPKPVPKTIDNQRVYDETTVDPNDEEVAYDEATDEFASYFNKQTSPKILITTSDRPHGRTVRLCEQLSTVIPNSHVYYRRGLALKKIIPQCIARDFTDLIVINEDRKTPNGLILSHLPNGPTAHFKMSSVRLRKEIKRRGKDPTEHIPEIILNNFTTRLGHSIGRMFASLFPHNPQFIGRQVATFHNQRDYIFFRFHRYIFRSE.... Result: 0 (no interaction). (3) The miRNA is hsa-miR-6075 with sequence ACGGCCCAGGCGGCAUUGGUG. The protein sequence of the target gene is MAKVPDLFEDLKNCYSENEDYSSAIDHLSLNQKSFYDASYGSLHETCTDQFVSLRTSETSKMSNFTFKESRVTVSATSSNGKILKKRRLSFSETFTEDDLQSITHDLEETIQPRSAPYTYQSDLRYKLMKLVRQKFVMNDSLNQTIYQDVDKHYLSTTWLNDLQQEVKFDMYAYSSGGDDSKYPVTLKISDSQLFVSAQGEDQPVLLKELPETPKLITGSETDLIFFWKSINSKNYFTSAAYPELFIATKEQSRVHLARGLPSMTDFQIS. Result: 0 (no interaction). (4) The miRNA is mmu-miR-677-5p with sequence UUCAGUGAUGAUUAGCUUCUGA. The protein sequence of the target gene is MAHQNQHQDTIDSTEVEVWDSRTAQEVNKSLYPPAVDSPFTLNTHLSAWRWACTIILGTVLVPVRVSCIVFLLILLWPVAVLSAINLPTQPTKPIRRWRKHLIKSALVFLFRLGFFFAGFLVKVKGKKATREEAPIFVSAPHSTFFDAIAVVVAGLPSVVSDSQLARVPLAGKCILVTQPVLVKREDPNSRKTTRNEILRRVKSKMKWPQILIFPEGLCTNRSCLVTFKLGAFSPGVPVQPVLLRYPNSLDTVTWTWNGFSGFQVCMLTLSQLFTRVEVEFMPVYIPSEEEKKDPILFAN.... Result: 0 (no interaction). (5) The miRNA is hsa-miR-4735-3p with sequence AAAGGUGCUCAAAUUAGACAU. The protein sequence of the target gene is MPSLLSTPKLAPVLARLRGLSGCMSCLQRRYSLQPAPVKKIPNRYLGQPSPVTHPHLLRPGEVTPGLSQVEYALRRHKLMALVHKEAQGHSGTDHTVVVLSNPTYYMSNDIPYTFHQDNNFLYLCGFQEPDSILVLQSFSGKQLPSHKAMLFVPRRDPGRELWDGPRSGTDGAIALTGVDEAYPLEEFQHLLPKLRAETNMVWYDWMKPSHAQLHSDYMQPLTEAKARSKNKVRSVQQLIQRLRLVKSPSEIKRMQIAGKLTSEAFIETMFASKAPIDEAFLYAKFEFECRARGADILAY.... Result: 0 (no interaction). (6) The miRNA is mmu-miR-3074-2-3p with sequence UGUUUCAGCUCAGUAGGCAC. The protein sequence of the target gene is MADLDSPPKLSGVQQPSEGVGGGRCSEISAELIRSLTELQELEAVYERLCGEEKVVERELDALLEQQNTIESKMVTLHRMGPNLQLIEGDAKQLAGMITFTCNLAENVSSKVRQLDLAKNRLYQAIQRADDILDLKFCMDGVQTALRSEDYEQAAAHTHRYLCLDKSVIELSRQGKEGSMIDANLKLLQEAEQRLKAIVAEKFAIATKEGDLPQVERFFKIFPLLGLHEEGLRKFSEYLCKQVASKAEENLLMVLGTDMSDRRAAVIFADTLTLLFEGIARIVETHQPIVETYYGPGRLY.... Result: 0 (no interaction). (7) The miRNA is mmu-miR-331-5p with sequence CUAGGUAUGGUCCCAGGGAUCC. The protein sequence of the target gene is MASSGAKAQWVGPSLGQGPRRRRWAWAEEQDTDGRRDQGWGNSQSLPEAPSPELLEDFRRAQEHLPPLEWDPDMQDSEESSGEETEADDASSPEGSTVPLPWLSRSNQQLDMSEEELDEASGRPEVDLAGESCTELECEDQGDSSPPPPGQGPAKGWVTFIKQGSNYRPSEHLEAQPSVEHSRTKSWSSGTVSLRQPSDSLGSTWEGDTEVPQPSILPKALPQSPCHNFPHPGDRNGGDVAPATPTEFRDSLAAPAQNAECSAGTWGEETTSLPSSRPEDQTWKRTKTSPKPLPSRFTGS.... Result: 0 (no interaction). (8) The miRNA is hsa-miR-5000-3p with sequence UCAGGACACUUCUGAACUUGGA. The protein sequence of the target gene is MARLCRRVPCTLLLGLAVVLLKARLVPAAARAELSRSDLSLIQQQQQQQQQQQQQQKQLEEAEEERTEVPGATSTLTVPVSVFMLKVQVNDIISRQYLSQAVVEVFVNYTKTNSTVTKSNGAVLIKVPYKLGLSLTIIAYKDGYVLTPLPWKTRRMPIYSSVTLSLFPQSQANIWLFEDTVLITGKLADAKSQPSVQFSKALIKLPDNHHISNVTGYLTVLQQFLKVDNFLHTTGITLNKPGFENIELTPLAAICVKIYSGGKELKVNGSIQVSLPLLRLNDISAGDRIPAWTFDMNTGA.... Result: 0 (no interaction).